This data is from Forward reaction prediction with 1.9M reactions from USPTO patents (1976-2016). The task is: Predict the product of the given reaction. Given the reactants C(OC(=O)[NH:7][C:8]1[C@:9]([CH3:36])([C:32]([F:35])([F:34])[F:33])[O:10][CH2:11][C@:12]([C:15]2[CH:20]=[C:19]([NH:21][C:22]([C:24]3[N:29]=[CH:28][C:27]([Br:30])=[CH:26][N:25]=3)=[O:23])[CH:18]=[CH:17][C:16]=2[F:31])([CH3:14])[N:13]=1)(C)(C)C.[ClH:38], predict the reaction product. The product is: [ClH:38].[NH2:7][C:8]1[C@:9]([CH3:36])([C:32]([F:34])([F:33])[F:35])[O:10][CH2:11][C@:12]([C:15]2[CH:20]=[C:19]([NH:21][C:22]([C:24]3[N:29]=[CH:28][C:27]([Br:30])=[CH:26][N:25]=3)=[O:23])[CH:18]=[CH:17][C:16]=2[F:31])([CH3:14])[N:13]=1.